The task is: Predict the reactants needed to synthesize the given product.. This data is from Full USPTO retrosynthesis dataset with 1.9M reactions from patents (1976-2016). (1) Given the product [OH:1][C:2]1[CH:14]=[CH:13][C:5]2[C:6]([CH2:9][C:10]([O:12][CH3:20])=[O:11])=[CH:7][O:8][C:4]=2[CH:3]=1, predict the reactants needed to synthesize it. The reactants are: [OH:1][C:2]1[CH:14]=[CH:13][C:5]2[C:6]([CH2:9][C:10]([OH:12])=[O:11])=[CH:7][O:8][C:4]=2[CH:3]=1.OS(O)(=O)=O.[CH3:20]O. (2) Given the product [CH3:6][C:7]1([CH3:31])[CH2:16][CH2:15][C:14]([CH3:17])([CH3:18])[C:13]2[CH:12]=[C:11]([C:19]([O:21][CH2:22][CH2:23][C:24]3[CH:25]=[CH:26][C:27]([NH:30][C:2]([NH:1][CH2:4][CH3:5])=[S:3])=[CH:28][CH:29]=3)=[O:20])[CH:10]=[CH:9][C:8]1=2, predict the reactants needed to synthesize it. The reactants are: [N:1]([CH2:4][CH3:5])=[C:2]=[S:3].[CH3:6][C:7]1([CH3:31])[CH2:16][CH2:15][C:14]([CH3:18])([CH3:17])[C:13]2[CH:12]=[C:11]([C:19]([O:21][CH2:22][CH2:23][C:24]3[CH:29]=[CH:28][C:27]([NH2:30])=[CH:26][CH:25]=3)=[O:20])[CH:10]=[CH:9][C:8]1=2. (3) Given the product [CH2:15]([O:14][C:12]([CH:11]1[CH2:17][NH:1][C:2]2[CH:7]=[C:6]([Br:8])[CH:5]=[CH:4][C:3]=2[O:9]1)=[O:13])[CH3:16], predict the reactants needed to synthesize it. The reactants are: [NH2:1][C:2]1[CH:7]=[C:6]([Br:8])[CH:5]=[CH:4][C:3]=1[OH:9].Br[CH:11]([CH2:17]Br)[C:12]([O:14][CH2:15][CH3:16])=[O:13].C(=O)([O-])[O-].[K+].[K+]. (4) Given the product [OH:2][C:3]1[C:16]2[O:15][C:14]3[C:9](=[CH:10][CH:11]=[CH:12][CH:13]=3)[C:8](=[O:17])[C:7]=2[CH:6]=[CH:5][CH:4]=1, predict the reactants needed to synthesize it. The reactants are: C[O:2][C:3]1[C:16]2[O:15][C:14]3[C:9](=[CH:10][CH:11]=[CH:12][CH:13]=3)[C:8](=[O:17])[C:7]=2[CH:6]=[CH:5][CH:4]=1.B(Br)(Br)Br.N. (5) Given the product [CH3:22][C:5]([O:14][C:15]1[CH:16]=[C:17]([CH3:21])[CH:18]=[CH:19][CH:20]=1)([CH2:6][C:7]1[CH:12]=[CH:11][C:10]([O:38][CH2:37][CH2:36][C:26]2[N:27]=[C:28]([C:30]3[CH:31]=[CH:32][CH:33]=[CH:34][CH:35]=3)[O:29][C:25]=2[CH3:24])=[CH:9][CH:8]=1)[C:4]([OH:23])=[O:3], predict the reactants needed to synthesize it. The reactants are: C([O:3][C:4](=[O:23])[C:5]([CH3:22])([O:14][C:15]1[CH:16]=[C:17]([CH3:21])[CH:18]=[CH:19][CH:20]=1)[CH2:6][C:7]1[CH:12]=[CH:11][C:10](O)=[CH:9][CH:8]=1)C.[CH3:24][C:25]1[O:29][C:28]([C:30]2[CH:35]=[CH:34][CH:33]=[CH:32][CH:31]=2)=[N:27][C:26]=1[CH2:36][CH2:37][O:38]S(C1C=CC(C)=CC=1)(=O)=O.C([O-])([O-])=O.[K+].[K+].[OH-].[Na+]. (6) Given the product [S:20]1[CH:24]=[CH:23][N:22]=[C:21]1[NH:25][C:13](=[O:15])[CH:12]([N:3]1[C:4]2[C:9](=[CH:8][CH:7]=[CH:6][CH:5]=2)[C:10](=[O:11])[C:2]1=[O:1])[CH2:16][CH:17]([CH3:19])[CH3:18], predict the reactants needed to synthesize it. The reactants are: [O:1]=[C:2]1[C:10](=[O:11])[C:9]2[C:4](=[CH:5][CH:6]=[CH:7][CH:8]=2)[N:3]1[CH:12]([CH2:16][CH:17]([CH3:19])[CH3:18])[C:13]([OH:15])=O.[S:20]1[CH:24]=[CH:23][N:22]=[C:21]1[NH2:25].C(N(CC)C(C)C)(C)C.F[P-](F)(F)(F)(F)F.N1(O[P+](N(C)C)(N(C)C)N(C)C)C2C=CC=CC=2N=N1.